This data is from Peptide-MHC class I binding affinity with 185,985 pairs from IEDB/IMGT. The task is: Regression. Given a peptide amino acid sequence and an MHC pseudo amino acid sequence, predict their binding affinity value. This is MHC class I binding data. The peptide sequence is QEEQKKYIY. The MHC is HLA-A26:01 with pseudo-sequence HLA-A26:01. The binding affinity (normalized) is 0.149.